From a dataset of Full USPTO retrosynthesis dataset with 1.9M reactions from patents (1976-2016). Predict the reactants needed to synthesize the given product. (1) The reactants are: [Cl:1][C:2]1[CH:7]=[CH:6][C:5]([C:8]2[O:12][C:11]([CH3:13])=[C:10]([CH:14]([O:19][C:20]3[CH:28]=[CH:27][C:23]([C:24](O)=[O:25])=[CH:22][CH:21]=3)[CH2:15][CH:16]([CH3:18])[CH3:17])[CH:9]=2)=[CH:4][CH:3]=1.[CH3:29][NH:30][CH2:31][CH2:32][C:33]([O:35]CC)=[O:34]. Given the product [Cl:1][C:2]1[CH:3]=[CH:4][C:5]([C:8]2[O:12][C:11]([CH3:13])=[C:10]([CH:14]([O:19][C:20]3[CH:28]=[CH:27][C:23]([C:24]([N:30]([CH3:29])[CH2:31][CH2:32][C:33]([OH:35])=[O:34])=[O:25])=[CH:22][CH:21]=3)[CH2:15][CH:16]([CH3:18])[CH3:17])[CH:9]=2)=[CH:6][CH:7]=1, predict the reactants needed to synthesize it. (2) Given the product [CH2:12]([O:19][C:20](=[O:22])[N:2]([CH2:3][C@H:4]1[CH2:9][CH2:8][C@H:7]([CH2:10][OH:11])[CH2:6][CH2:5]1)[CH3:1])[C:13]1[CH:14]=[CH:15][CH:16]=[CH:17][CH:18]=1, predict the reactants needed to synthesize it. The reactants are: [CH3:1][NH:2][CH2:3][C@H:4]1[CH2:9][CH2:8][C@H:7]([CH2:10][OH:11])[CH2:6][CH2:5]1.[CH2:12]([O:19][C:20]([O:22]N1C(=O)CCC1=O)=O)[C:13]1[CH:18]=[CH:17][CH:16]=[CH:15][CH:14]=1. (3) The reactants are: [N:1]1[CH:2]=[CH:3][N:4]2[CH2:9][CH2:8][CH:7]([CH2:10][OH:11])[CH2:6][C:5]=12.C(N(CC)CC)C.[S:19](Cl)([CH3:22])(=[O:21])=[O:20]. Given the product [CH3:22][S:19]([O:11][CH2:10][CH:7]1[CH2:8][CH2:9][N:4]2[CH:3]=[CH:2][N:1]=[C:5]2[CH2:6]1)(=[O:21])=[O:20], predict the reactants needed to synthesize it. (4) The reactants are: [CH2:1]([N:8]1[CH:16]=[C:15]2[C:10]([CH:11]=[CH:12][C:13]3[C:19](=[O:20])[CH2:18][CH2:17][C:14]=32)=[N:9]1)[C:2]1[CH:7]=[CH:6][CH:5]=[CH:4][CH:3]=1.C[Si]([N-][Si](C)(C)C)(C)C.[Li+].C([C:33]([O:35][CH2:36][CH3:37])=[O:34])#N. Given the product [CH2:1]([N:8]1[CH:16]=[C:15]2[C:10]([CH:11]=[CH:12][C:13]3[C:19](=[O:20])[CH:18]([C:33]([O:35][CH2:36][CH3:37])=[O:34])[CH2:17][C:14]=32)=[N:9]1)[C:2]1[CH:3]=[CH:4][CH:5]=[CH:6][CH:7]=1, predict the reactants needed to synthesize it. (5) Given the product [CH3:5][C:2]([C:6]1[CH:11]=[CH:10][CH:9]=[C:8]([C:12]2[C:17]([CH3:18])=[CH:16][N:15]=[C:14]3[NH:19][N:20]=[CH:21][C:13]=23)[CH:7]=1)([CH3:1])[CH2:3][NH2:4], predict the reactants needed to synthesize it. The reactants are: [CH3:1][C:2]([C:6]1[CH:11]=[CH:10][CH:9]=[C:8]([C:12]2[C:17]([CH3:18])=[CH:16][N:15]=[C:14]3[NH:19][N:20]=[CH:21][C:13]=23)[CH:7]=1)([CH3:5])[C:3]#[N:4].[H-].[Al+3].[Li+].[H-].[H-].[H-].CC#N. (6) The reactants are: [CH2:1]([O:8][C:9]1[CH:14]=[CH:13][C:12]([C:15]2[N:19]([C:20]3[CH:25]=[CH:24][C:23]([Cl:26])=[CH:22][C:21]=3[Cl:27])[N:18]=[C:17]([C:28](O)=[O:29])[C:16]=2[CH3:31])=[CH:11][CH:10]=1)[C:2]1[CH:7]=[CH:6][CH:5]=[CH:4][CH:3]=1.C(Cl)(=O)C(Cl)=O.C(N(CC)CC)C.[NH2:45][N:46]1[CH2:51][CH2:50][CH2:49][CH2:48][CH2:47]1. Given the product [N:46]1([NH:45][C:28]([C:17]2[C:16]([CH3:31])=[C:15]([C:12]3[CH:13]=[CH:14][C:9]([O:8][CH2:1][C:2]4[CH:7]=[CH:6][CH:5]=[CH:4][CH:3]=4)=[CH:10][CH:11]=3)[N:19]([C:20]3[CH:25]=[CH:24][C:23]([Cl:26])=[CH:22][C:21]=3[Cl:27])[N:18]=2)=[O:29])[CH2:51][CH2:50][CH2:49][CH2:48][CH2:47]1, predict the reactants needed to synthesize it. (7) Given the product [CH2:1]([N:3]([CH2:19][CH3:20])[CH2:4][CH2:5][N:6]1[CH2:11][CH2:10][C:9]2[NH:12][C:13]([CH:16]=[C:26]3[C:25]4[C:29](=[CH:30][CH:31]=[CH:32][C:24]=4[CH2:23][CH2:22][OH:21])[NH:28][C:27]3=[O:33])=[C:14]([CH3:15])[C:8]=2[C:7]1=[O:18])[CH3:2], predict the reactants needed to synthesize it. The reactants are: [CH2:1]([N:3]([CH2:19][CH3:20])[CH2:4][CH2:5][N:6]1[CH2:11][CH2:10][C:9]2[NH:12][C:13]([CH:16]=O)=[C:14]([CH3:15])[C:8]=2[C:7]1=[O:18])[CH3:2].[OH:21][CH2:22][CH2:23][C:24]1[CH:32]=[CH:31][CH:30]=[C:29]2[C:25]=1[CH2:26][C:27](=[O:33])[NH:28]2. (8) Given the product [ClH:15].[F:1][C:2]1[C:3]([I:11])=[C:4]([CH:5]=[CH:6][CH:7]=1)[NH2:8], predict the reactants needed to synthesize it. The reactants are: [F:1][C:2]1[C:3]([I:11])=[C:4]([N+:8]([O-])=O)[CH:5]=[CH:6][CH:7]=1.C(O)C.[ClH:15].C(=O)([O-])[O-].[Na+].[Na+]. (9) Given the product [NH2:11][C:3]1[C:2]([Br:1])=[CH:7][CH:6]=[C:5]([O:8][CH3:9])[C:4]=1[NH:10][C:23](=[O:24])[C:22]1[CH:26]=[CH:27][C:19]([CH:16]([CH3:17])[CH3:18])=[CH:20][CH:21]=1, predict the reactants needed to synthesize it. The reactants are: [Br:1][C:2]1[CH:7]=[CH:6][C:5]([O:8][CH3:9])=[C:4]([NH2:10])[C:3]=1[NH2:11].C(Cl)CCl.[CH:16]([C:19]1[CH:27]=[CH:26][C:22]([C:23](O)=[O:24])=[CH:21][CH:20]=1)([CH3:18])[CH3:17].